This data is from Catalyst prediction with 721,799 reactions and 888 catalyst types from USPTO. The task is: Predict which catalyst facilitates the given reaction. (1) Reactant: C([NH:8][C:9]1[C:29]2[CH2:28][CH2:27][CH2:26][C:25]=2[C:12]2[O:13][CH2:14][CH:15]([C:16]3[CH:21]=[CH:20][C:19]([CH:22]([CH3:24])[CH3:23])=[CH:18][CH:17]=3)[C:11]=2[C:10]=1[CH3:30])C1C=CC=CC=1. Product: [CH:22]([C:19]1[CH:18]=[CH:17][C:16]([CH:15]2[CH2:14][O:13][C:12]3[C:25]4[CH2:26][CH2:27][CH2:28][C:29]=4[C:9]([NH2:8])=[C:10]([CH3:30])[C:11]2=3)=[CH:21][CH:20]=1)([CH3:24])[CH3:23]. The catalyst class is: 195. (2) Product: [ClH:12].[Cl:12][C:11]1[CH:7]=[C:3]([C:4]([NH2:6])=[O:5])[C:1](=[NH:2])[N:16]([CH2:17][C:18]2[CH:23]=[CH:22][CH:21]=[CH:20][C:19]=2[S:24](=[O:26])(=[O:25])[NH:27][C:28]2[CH:29]=[CH:30][CH:31]=[CH:32][CH:33]=2)[CH:10]=1. Reactant: [C:1]([CH:3]([CH:7]1[C:11]([Cl:12])=[C:10](Cl)C(=O)O1)[C:4]([NH2:6])=[O:5])#[N:2].Cl.[NH2:16][CH2:17][C:18]1[CH:23]=[CH:22][CH:21]=[CH:20][C:19]=1[S:24]([NH:27][C:28]1[CH:33]=[CH:32][CH:31]=[CH:30][CH:29]=1)(=[O:26])=[O:25].C(=O)([O-])[O-].[K+].[K+].[OH-].[Na+]. The catalyst class is: 8. (3) Reactant: [F:1][C:2]1[CH:3]=[C:4]([C:8]([C:14]2[CH:19]=[C:18]([C:20]3[C:28]4[C:23](=[N:24][CH:25]=[C:26]([C:29]5[CH:30]=[N:31][N:32]([CH3:34])[CH:33]=5)[N:27]=4)[NH:22][CH:21]=3)[N:17]=[C:16]([NH2:35])[N:15]=2)([O:10]COC)[CH3:9])[CH:5]=[CH:6][CH:7]=1.Cl. Product: [NH2:35][C:16]1[N:15]=[C:14]([C:8]([C:4]2[CH:5]=[CH:6][CH:7]=[C:2]([F:1])[CH:3]=2)([OH:10])[CH3:9])[CH:19]=[C:18]([C:20]2[C:28]3[C:23](=[N:24][CH:25]=[C:26]([C:29]4[CH:30]=[N:31][N:32]([CH3:34])[CH:33]=4)[N:27]=3)[NH:22][CH:21]=2)[N:17]=1. The catalyst class is: 5. (4) Reactant: [NH2:1][CH2:2][C:3]1([OH:16])[CH2:8][CH2:7][N:6]([C:9]([O:11][C:12]([CH3:15])([CH3:14])[CH3:13])=[O:10])[CH2:5][CH2:4]1.C(N(CC)CC)C.Cl[C:25]1[C:34]2[C:29](=[CH:30][CH:31]=[CH:32][CH:33]=2)[N:28]=[CH:27][C:26]=1[N+:35]([O-:37])=[O:36]. Product: [OH:16][C:3]1([CH2:2][NH:1][C:25]2[C:34]3[C:29](=[CH:30][CH:31]=[CH:32][CH:33]=3)[N:28]=[CH:27][C:26]=2[N+:35]([O-:37])=[O:36])[CH2:4][CH2:5][N:6]([C:9]([O:11][C:12]([CH3:13])([CH3:15])[CH3:14])=[O:10])[CH2:7][CH2:8]1. The catalyst class is: 4.